Dataset: Catalyst prediction with 721,799 reactions and 888 catalyst types from USPTO. Task: Predict which catalyst facilitates the given reaction. (1) Reactant: Cl.[NH2:2][C:3]1[C:8]([N+:9]([O-])=O)=[C:7]([O:12][C:13]2[CH:14]=[C:15]([NH:19][C:20](=[O:23])[CH:21]=[CH2:22])[CH:16]=[CH:17][CH:18]=2)[C:6]([Cl:24])=[CH:5][N:4]=1. Product: [NH2:2][C:3]1[C:8]([NH2:9])=[C:7]([O:12][C:13]2[CH:14]=[C:15]([NH:19][C:20](=[O:23])[CH:21]=[CH2:22])[CH:16]=[CH:17][CH:18]=2)[C:6]([Cl:24])=[CH:5][N:4]=1. The catalyst class is: 679. (2) Reactant: FC(F)(F)C(O)=O.[NH2:8][CH2:9][CH:10]([NH:22][C:23](=[O:25])[CH3:24])[C:11]1[C:16]([Cl:17])=[CH:15][C:14]([C:18]([F:21])([F:20])[F:19])=[CH:13][N:12]=1.[F:26][C:27]([F:38])([F:37])[C:28]1[CH:36]=[CH:35][CH:34]=[CH:33][C:29]=1[C:30](O)=[O:31].O.[Cl-].COC1N=C(OC)N=C([N+]2(C)CCOCC2)N=1.C(N(CC)CC)C. Product: [C:23]([NH:22][CH:10]([C:11]1[C:16]([Cl:17])=[CH:15][C:14]([C:18]([F:19])([F:20])[F:21])=[CH:13][N:12]=1)[CH2:9][NH:8][C:30](=[O:31])[C:29]1[CH:33]=[CH:34][CH:35]=[CH:36][C:28]=1[C:27]([F:26])([F:37])[F:38])(=[O:25])[CH3:24]. The catalyst class is: 8. (3) Reactant: [CH3:1][N:2]([C:4]([N:6]1[CH2:11][CH2:10][N:9](C(OC(C)(C)C)=O)[CH2:8][CH2:7]1)=S)[NH2:3].Br[CH2:20][C:21]([C:23]1[CH:28]=[CH:27][C:26]([F:29])=[CH:25][CH:24]=1)=O.Cl. Product: [F:29][C:26]1[CH:27]=[CH:28][C:23]([C:21]2[CH:20]=[C:4]([N:6]3[CH2:7][CH2:8][NH:9][CH2:10][CH2:11]3)[N:2]([CH3:1])[N:3]=2)=[CH:24][CH:25]=1. The catalyst class is: 8. (4) Reactant: [OH:1][C:2]1[CH:9]=[CH:8][C:5]([C:6]#[N:7])=[CH:4][C:3]=1[CH3:10].[CH3:11][NH:12][C:13]([C:15]1[CH:20]=[C:19](Cl)[CH:18]=[CH:17][N:16]=1)=[O:14].C(=O)([O-])[O-].[K+].[K+]. Product: [CH3:11][NH:12][C:13]([C:15]1[CH:20]=[C:19]([O:1][C:2]2[CH:9]=[CH:8][C:5]([C:6]#[N:7])=[CH:4][C:3]=2[CH3:10])[CH:18]=[CH:17][N:16]=1)=[O:14]. The catalyst class is: 3. (5) Reactant: [OH:1][C:2]1[CH:7]=[CH:6][C:5]([C:8]([F:11])([F:10])[F:9])=[CH:4][C:3]=1[C:12]1[N:16]([CH:17]2[CH2:20][N:19]([C:21]([O:23][C:24]([CH3:27])([CH3:26])[CH3:25])=[O:22])[CH2:18]2)[N:15]=[CH:14][CH:13]=1.C(=O)([O-])[O-].[K+].[K+].[C:34]([C:36]1[CH:37]=[C:38]([S:43]([N:46]([CH2:52][C:53]2[CH:58]=[CH:57][C:56]([O:59][CH3:60])=[CH:55][C:54]=2[O:61][CH3:62])[C:47]2[S:51][N:50]=[CH:49][N:48]=2)(=[O:45])=[O:44])[CH:39]=[CH:40][C:41]=1F)#[N:35]. Product: [C:34]([C:36]1[CH:37]=[C:38]([S:43]([N:46]([CH2:52][C:53]2[CH:58]=[CH:57][C:56]([O:59][CH3:60])=[CH:55][C:54]=2[O:61][CH3:62])[C:47]2[S:51][N:50]=[CH:49][N:48]=2)(=[O:45])=[O:44])[CH:39]=[CH:40][C:41]=1[O:1][C:2]1[CH:7]=[CH:6][C:5]([C:8]([F:10])([F:11])[F:9])=[CH:4][C:3]=1[C:12]1[N:16]([CH:17]2[CH2:20][N:19]([C:21]([O:23][C:24]([CH3:27])([CH3:26])[CH3:25])=[O:22])[CH2:18]2)[N:15]=[CH:14][CH:13]=1)#[N:35]. The catalyst class is: 16. (6) Reactant: C(OC(=O)[NH:7][CH:8]1[CH2:13][CH2:12][N:11]([C:14]2[N:15]([CH3:32])[C:16](=[O:31])[C:17]([C:29]#[N:30])=[C:18]([C:20]3[CH:25]=[CH:24][C:23]([C:26]#[N:27])=[C:22]([F:28])[CH:21]=3)[N:19]=2)[CH2:10][CH2:9]1)(C)(C)C.Cl. Product: [NH2:7][CH:8]1[CH2:13][CH2:12][N:11]([C:14]2[N:15]([CH3:32])[C:16](=[O:31])[C:17]([C:29]#[N:30])=[C:18]([C:20]3[CH:25]=[CH:24][C:23]([C:26]#[N:27])=[C:22]([F:28])[CH:21]=3)[N:19]=2)[CH2:10][CH2:9]1. The catalyst class is: 425.